Predict the product of the given reaction. From a dataset of Forward reaction prediction with 1.9M reactions from USPTO patents (1976-2016). (1) The product is: [F:1][C:2]1[CH:19]=[CH:18][C:5]([C:6]([N:8]2[CH2:13][CH2:12][CH2:11][C@H:10]([C:14]3[N:15]=[C:26]([C:23]4[NH:24][CH:25]=[C:21]([CH3:20])[CH:22]=4)[O:17][N:16]=3)[CH2:9]2)=[O:7])=[CH:4][CH:3]=1. Given the reactants [F:1][C:2]1[CH:19]=[CH:18][C:5]([C:6]([N:8]2[CH2:13][CH2:12][CH2:11][C@H:10]([C:14]([NH:16][OH:17])=[NH:15])[CH2:9]2)=[O:7])=[CH:4][CH:3]=1.[CH3:20][C:21]1[CH:22]=[C:23]([C:26](O)=O)[NH:24][CH:25]=1.CCN=C=NCCCN(C)C.Cl.C1C=CC2N(O)N=NC=2C=1, predict the reaction product. (2) Given the reactants [Cl:1][C:2]1[C:22]([O:23][CH3:24])=[CH:21][C:5]2[S:6][C:7]3[C:13](=[O:14])[N:12]([NH:15]C(=O)C)[C:11]([CH3:20])([CH3:19])[CH2:10][C:8]=3[NH:9][C:4]=2[CH:3]=1.Cl, predict the reaction product. The product is: [NH2:15][N:12]1[C:11]([CH3:19])([CH3:20])[CH2:10][C:8]2[NH:9][C:4]3[CH:3]=[C:2]([Cl:1])[C:22]([O:23][CH3:24])=[CH:21][C:5]=3[S:6][C:7]=2[C:13]1=[O:14]. (3) The product is: [Cl:9][C:10]1[CH:15]=[C:14]([NH:16][C:17]2[C:26]3[C:21](=[CH:22][CH:23]=[CH:24][C:25]=3[O:27][CH2:28][C@@H:29]3[CH2:33][CH2:32][CH2:31][N:30]3[C:34](=[O:37])[CH2:35][OH:36])[N:20]=[CH:19][N:18]=2)[CH:13]=[CH:12][C:11]=1[O:8][CH2:7][C:2]1[CH:3]=[N:4][CH:5]=[CH:6][N:1]=1. Given the reactants [N:1]1[CH:6]=[CH:5][N:4]=[CH:3][C:2]=1[CH2:7][OH:8].[Cl:9][C:10]1[CH:15]=[C:14]([NH:16][C:17]2[C:26]3[C:21](=[CH:22][CH:23]=[CH:24][C:25]=3[O:27][CH2:28][C@@H:29]3[CH2:33][CH2:32][CH2:31][N:30]3[C:34](=[O:37])[CH2:35][OH:36])[N:20]=[CH:19][N:18]=2)[CH:13]=[CH:12][C:11]=1O, predict the reaction product. (4) Given the reactants [H-].[Na+].[F:3][C:4]([F:8])([F:7])[CH2:5][OH:6].C([N:16]1[CH2:21][CH2:20][O:19][C@H:18]([CH2:22][C:23]2[CH:28]=[CH:27][C:26](F)=[C:25]([C:30]([F:33])([F:32])[F:31])[CH:24]=2)[CH2:17]1)(OC(C)(C)C)=O.C(N1CCO[C@H](CC2C=CC=C(CO)C=2)C1)(OC(C)(C)C)=O, predict the reaction product. The product is: [F:3][C:4]([F:8])([F:7])[CH2:5][O:6][C:26]1[CH:27]=[CH:28][C:23]([CH2:22][C@H:18]2[O:19][CH2:20][CH2:21][NH:16][CH2:17]2)=[CH:24][C:25]=1[C:30]([F:32])([F:33])[F:31]. (5) Given the reactants [Br:1][C:2](Br)=[CH:3][C:4]1[CH:5]=[CH:6][C:7]([CH3:10])=[N:8][CH:9]=1.CC(C)([O-])C.[K+].C1(C)C=CC=CC=1, predict the reaction product. The product is: [Br:1][C:2]#[C:3][C:4]1[CH:5]=[CH:6][C:7]([CH3:10])=[N:8][CH:9]=1. (6) Given the reactants Cl[CH2:2][C:3]([C:5]1[CH2:9][CH:8]([CH2:10][CH2:11][O:12][C:13]2[C:18]([F:19])=[CH:17][CH:16]=[CH:15][C:14]=2[F:20])[O:7][N:6]=1)=O.[Br-].[Na+].[CH3:23][C:24]1[N:28]([CH2:29][C:30]([N:32]2[CH2:37][CH2:36][CH:35]([C:38](=[S:40])[NH2:39])[CH2:34][CH2:33]2)=[O:31])[N:27]=[C:26]([C:41]([F:44])([F:43])[F:42])[CH:25]=1, predict the reaction product. The product is: [F:20][C:14]1[CH:15]=[CH:16][CH:17]=[C:18]([F:19])[C:13]=1[O:12][CH2:11][CH2:10][CH:8]1[O:7][N:6]=[C:5]([C:3]2[N:39]=[C:38]([CH:35]3[CH2:36][CH2:37][N:32]([C:30](=[O:31])[CH2:29][N:28]4[C:24]([CH3:23])=[CH:25][C:26]([C:41]([F:44])([F:43])[F:42])=[N:27]4)[CH2:33][CH2:34]3)[S:40][CH:2]=2)[CH2:9]1. (7) Given the reactants [C:1]([O:5]C)(=[O:4])[CH:2]=[CH2:3].[OH:7][CH2:8][CH2:9][C:10]1[NH:11][CH:12]=[CH:13][N:14]=1.C1C2NC3C(=CC=CC=3)SC=2C=CC=1.COC1C=CC(O)=CC=1, predict the reaction product. The product is: [C:1]([OH:5])(=[O:4])[CH:2]=[CH2:3].[OH:7][CH2:8][CH2:9][C:10]1[NH:11][CH:12]=[CH:13][N:14]=1.